The task is: Predict the reactants needed to synthesize the given product.. This data is from Full USPTO retrosynthesis dataset with 1.9M reactions from patents (1976-2016). Given the product [CH2:11]([O:10][C:9]([NH:8][C@H:4]1[CH2:5][CH2:6][CH2:7][C@@H:2]([NH:1][C:20](=[O:21])[O:22][CH3:23])[CH2:3]1)=[O:18])[C:12]1[CH:17]=[CH:16][CH:15]=[CH:14][CH:13]=1, predict the reactants needed to synthesize it. The reactants are: [NH2:1][C@@H:2]1[CH2:7][CH2:6][CH2:5][C@H:4]([NH:8][C:9](=[O:18])[O:10][CH2:11][C:12]2[CH:17]=[CH:16][CH:15]=[CH:14][CH:13]=2)[CH2:3]1.Cl[C:20]([O:22][CH3:23])=[O:21].C(N(CC)CC)C.